From a dataset of Forward reaction prediction with 1.9M reactions from USPTO patents (1976-2016). Predict the product of the given reaction. (1) The product is: [Cl:20][C:3]1[CH:2]=[CH:7][C:6]([S:8]([NH:11][C:12]2[CH:13]=[N:14][CH:15]=[CH:16][CH:17]=2)(=[O:10])=[O:9])=[C:5]([O:18][CH3:19])[CH:4]=1. Given the reactants Br[C:2]1[C:3]([Cl:20])=[CH:4][C:5]([O:18][CH3:19])=[C:6]([S:8]([NH:11][C:12]2[CH:13]=[N:14][CH:15]=[CH:16][CH:17]=2)(=[O:10])=[O:9])[CH:7]=1, predict the reaction product. (2) Given the reactants [OH:1][C@H:2]1[CH2:23][CH2:22][C@@:21]2([CH3:24])[C@@H:4]([CH2:5][CH2:6][C@:7]3([CH3:34])[C:20]2=[CH:19][C:18](=[O:25])[C@@:17]2([OH:26])[C@@:8]3([CH3:33])[CH2:9][CH2:10][C@:11]3([CH3:32])[C@H:16]2[CH2:15][C@@:14]([CH3:31])([C:27]([O:29][CH3:30])=[O:28])[CH2:13][CH2:12]3)[C:3]1([CH3:36])[CH3:35].C(=O)([O-])O.[Na+].CC(OI1(OC(C)=O)(OC(C)=O)OC(=O)C2C=CC=CC1=2)=O.O, predict the reaction product. The product is: [OH:26][C@@:17]12[C@H:16]3[C@:11]([CH3:32])([CH2:12][CH2:13][C@:14]([CH3:31])([C:27]([O:29][CH3:30])=[O:28])[CH2:15]3)[CH2:10][CH2:9][C@@:8]1([CH3:33])[C@@:7]1([CH3:34])[C:20]([C@:21]3([CH3:24])[C@@H:4]([CH2:5][CH2:6]1)[C:3]([CH3:36])([CH3:35])[C:2](=[O:1])[CH2:23][CH2:22]3)=[CH:19][C:18]2=[O:25]. (3) Given the reactants [CH:1](=O)[C:2]1[CH:7]=[CH:6][CH:5]=[CH:4][CH:3]=1.Cl.[NH2:10][OH:11].[OH-].[Na+], predict the reaction product. The product is: [CH:1](=[N:10]/[OH:11])/[C:2]1[CH:7]=[CH:6][CH:5]=[CH:4][CH:3]=1. (4) Given the reactants [F:1][C:2]1[CH:31]=[CH:30][C:5]([CH2:6][NH:7][C:8]([C:10]2[CH:15]=[C:14]([C:16]3[CH2:20][C@@H:19]([C@H:21]4[CH2:26][O:25][C@H:24]([CH2:27][OH:28])[CH2:23][O:22]4)[O:18][N:17]=3)[N:13]=[C:12]([CH3:29])[N:11]=2)=[O:9])=[CH:4][C:3]=1[O:32][CH3:33].CC(C)=[O:36].OS(O)(=O)=O.O=[Cr](=O)=O, predict the reaction product. The product is: [F:1][C:2]1[CH:31]=[CH:30][C:5]([CH2:6][NH:7][C:8]([C:10]2[N:11]=[C:12]([CH3:29])[N:13]=[C:14]([C:16]3[CH2:20][C@@H:19]([C@H:21]4[CH2:26][O:25][C@H:24]([C:27]([OH:36])=[O:28])[CH2:23][O:22]4)[O:18][N:17]=3)[CH:15]=2)=[O:9])=[CH:4][C:3]=1[O:32][CH3:33]. (5) Given the reactants [OH:1][CH2:2][C:3]1[CH:4]=[CH:5][C:6]([O:11][C:12]2[CH:17]=[CH:16][C:15]([C:18]([F:21])([F:20])[F:19])=[CH:14][CH:13]=2)=[C:7]([CH:10]=1)[C:8]#[N:9].Cl[C:23]1[CH:40]=[C:27]2[N:28](C(OC(C)(C)C)=O)[CH:29]([CH3:32])[CH2:30][CH2:31][N:26]2[C:25](=[O:41])[N:24]=1, predict the reaction product. The product is: [CH3:32][CH:29]1[CH2:30][CH2:31][N:26]2[C:25](=[O:41])[N:24]=[C:23]([O:1][CH2:2][C:3]3[CH:4]=[CH:5][C:6]([O:11][C:12]4[CH:17]=[CH:16][C:15]([C:18]([F:19])([F:20])[F:21])=[CH:14][CH:13]=4)=[C:7]([CH:10]=3)[C:8]#[N:9])[CH:40]=[C:27]2[NH:28]1.